From a dataset of Reaction yield outcomes from USPTO patents with 853,638 reactions. Predict the reaction yield, written as a fraction of the theoretical maximum amount of product (1.0 means a 100% yield; for example, 0.34 means a 34% yield). (1) The reactants are [ClH:1].C([C:4](=[C:10]([CH3:16])[CH:11]=[CH:12][N:13](C)[CH3:14])[C:5]([O:7][CH2:8][CH3:9])=[O:6])#N.O. The catalyst is C(O)C. The product is [Cl:1][C:14]1[N:13]=[CH:12][CH:11]=[C:10]([CH3:16])[C:4]=1[C:5]([O:7][CH2:8][CH3:9])=[O:6]. The yield is 0.650. (2) The reactants are [Br:1][C:2]1[C:13]2[C:5](=[CH:6][C:7]([C:16]3[CH:21]=[CH:20][CH:19]=[CH:18][C:17]=3[Cl:22])=[C:8]3[C:12]=2[C:11](=[O:14])[NH:10][C:9]3=[O:15])[N:4]([CH2:23][CH2:24][CH2:25]Br)[CH:3]=1.[Br-].[CH3:28][C@H:29]1[CH2:34][NH:33][CH2:32][C@@H:31]([CH3:35])[NH:30]1. The catalyst is CC(N(C)C)=O. The product is [Br:1][C:2]1[C:13]2[C:5](=[CH:6][C:7]([C:16]3[CH:21]=[CH:20][CH:19]=[CH:18][C:17]=3[Cl:22])=[C:8]3[C:12]=2[C:11](=[O:14])[NH:10][C:9]3=[O:15])[N:4]([CH2:23][CH2:24][CH2:25][N:33]2[CH2:32][C@H:31]([CH3:35])[NH:30][C@H:29]([CH3:28])[CH2:34]2)[CH:3]=1. The yield is 0.670.